Dataset: Full USPTO retrosynthesis dataset with 1.9M reactions from patents (1976-2016). Task: Predict the reactants needed to synthesize the given product. (1) Given the product [CH3:37][O:36][N:35]([CH3:34])[C:18]([C@H:15]1[CH2:14][CH2:13][C@@H:12]([C:10](=[O:11])[C:9]2[CH:8]=[CH:7][C:6]([Cl:5])=[CH:22][CH:21]=2)[CH2:17][CH2:16]1)=[O:20], predict the reactants needed to synthesize it. The reactants are: C(Cl)CCl.[Cl:5][C:6]1[CH:22]=[CH:21][C:9]([C:10]([C@@H:12]2[CH2:17][CH2:16][C@H:15]([C:18]([OH:20])=O)[CH2:14][CH2:13]2)=[O:11])=[CH:8][CH:7]=1.C1C=CC2N(O)N=NC=2C=1.Cl.[CH3:34][NH:35][O:36][CH3:37].C(N(CC)CC)C. (2) Given the product [CH3:1][S:2][C:3]1[S:7][C:6]2=[N:8][C:9]([C:11]3[O:12][C:13]4[CH:19]=[CH:18][CH:17]=[C:16]([O:20][CH2:21][C@H:22]5[CH2:26][CH2:25][CH2:24][N:23]5[C:27](=[O:43])[C@H:28]([NH:35][C:36](=[O:42])[C:46]5[CH:44]=[CH:72][CH:71]=[CH:70][CH:69]=5)[C:52]5[CH:53]=[CH:54][CH:55]=[CH:56][CH:57]=5)[C:14]=4[N:15]=3)=[CH:10][N:5]2[N:4]=1, predict the reactants needed to synthesize it. The reactants are: [CH3:1][S:2][C:3]1[S:7][C:6]2=[N:8][C:9]([C:11]3[O:12][C:13]4[CH:19]=[CH:18][CH:17]=[C:16]([O:20][CH2:21][C@H:22]5[CH2:26][CH2:25][CH2:24][N:23]5[C:27](=[O:43])[C@H:28]([NH:35][C:36](=[O:42])OC(C)(C)C)C5C=CC=CC=5)[C:14]=4[N:15]=3)=[CH:10][N:5]2[N:4]=1.[C:44](O)([C:46](F)(F)F)=O.C(O)(=O)[C:52]1[CH:57]=[CH:56][CH:55]=[CH:54][CH:53]=1.CN(C(ON1N=N[C:70]2[CH:71]=[CH:72]C=N[C:69]1=2)=[N+](C)C)C.F[P-](F)(F)(F)(F)F.CCN(C(C)C)C(C)C.CO.O.FC(C(O)=O)(F)F. (3) Given the product [Br:1][C:2]1[CH:7]=[C:6]([C:8]([F:10])([F:11])[F:9])[CH:5]=[CH:4][C:3]=1[C:12]1[CH:21]=[CH:20][CH:19]=[C:18]2[C:13]=1[CH:14]=[CH:15][C:16]([S:22]([NH:25][C:26]1[S:30][N:29]=[CH:28][N:27]=1)(=[O:23])=[O:24])=[CH:17]2, predict the reactants needed to synthesize it. The reactants are: [Br:1][C:2]1[CH:7]=[C:6]([C:8]([F:11])([F:10])[F:9])[CH:5]=[CH:4][C:3]=1[C:12]1[CH:21]=[CH:20][CH:19]=[C:18]2[C:13]=1[CH:14]=[CH:15][C:16]([S:22]([N:25](CC1C=CC(OC)=CC=1OC)[C:26]1[S:30][N:29]=[CH:28][N:27]=1)(=[O:24])=[O:23])=[CH:17]2.C(Cl)Cl.C(O)(C(F)(F)F)=O. (4) Given the product [C:16]([CH2:15][C:9]1[CH:10]=[CH:11][CH:12]=[C:13]2[C:8]=1[NH:7][C:6]([C:4]([OH:5])=[O:3])=[CH:14]2)#[N:17], predict the reactants needed to synthesize it. The reactants are: C([O:3][C:4]([C:6]1[NH:7][C:8]2[C:13]([CH:14]=1)=[CH:12][CH:11]=[CH:10][C:9]=2[CH2:15][C:16]#[N:17])=[O:5])C.O[Li].O.Cl. (5) Given the product [CH3:34][O:33][C:30]1[CH:31]=[CH:32][C:27]([C:24]2[O:23][C:22]([C:19]3[CH:20]=[CH:21][C:15]4[N:14]=[C:13]([C:9]5[C:8]([CH3:35])=[CH:7][C:6]([CH2:5][CH2:4][C:3]([OH:36])=[O:2])=[CH:11][C:10]=5[CH3:12])[NH:17][C:16]=4[CH:18]=3)=[N:26][N:25]=2)=[CH:28][CH:29]=1, predict the reactants needed to synthesize it. The reactants are: C[O:2][C:3](=[O:36])[CH2:4][CH2:5][C:6]1[CH:11]=[C:10]([CH3:12])[C:9]([C:13]2[NH:17][C:16]3[CH:18]=[C:19]([C:22]4[O:23][C:24]([C:27]5[CH:32]=[CH:31][C:30]([O:33][CH3:34])=[CH:29][CH:28]=5)=[N:25][N:26]=4)[CH:20]=[CH:21][C:15]=3[N:14]=2)=[C:8]([CH3:35])[CH:7]=1.[OH-].[Na+].Cl. (6) Given the product [Cl:1][C:2]1[CH:10]=[CH:9][C:8]([I:41])=[C:7]2[C:3]=1[CH:4]([OH:21])[N:5]([C:12]([CH3:13])([C:14]1[CH:15]=[CH:16][CH:17]=[CH:18][CH:19]=1)[CH3:20])[C:6]2=[O:11], predict the reactants needed to synthesize it. The reactants are: [Cl:1][C:2]1[CH:10]=[CH:9][CH:8]=[C:7]2[C:3]=1[CH:4]([OH:21])[N:5]([C:12]([CH3:20])([C:14]1[CH:19]=[CH:18][CH:17]=[CH:16][CH:15]=1)[CH3:13])[C:6]2=[O:11].CN(CCN(C)C)C.C([Li])(CC)C.CCCCCC.[I:41]I.S([O-])([O-])(=O)=S.[Na+].[Na+].